The task is: Regression. Given a peptide amino acid sequence and an MHC pseudo amino acid sequence, predict their binding affinity value. This is MHC class I binding data.. This data is from Peptide-MHC class I binding affinity with 185,985 pairs from IEDB/IMGT. (1) The peptide sequence is VIRLLIWAY. The MHC is HLA-A68:02 with pseudo-sequence HLA-A68:02. The binding affinity (normalized) is 0. (2) The binding affinity (normalized) is 0. The MHC is HLA-B44:03 with pseudo-sequence HLA-B44:03. The peptide sequence is ERYFRINSL. (3) The peptide sequence is GLIVILFIM. The MHC is HLA-A02:02 with pseudo-sequence HLA-A02:02. The binding affinity (normalized) is 0.122. (4) The peptide sequence is ATNNLGFMY. The MHC is HLA-B15:01 with pseudo-sequence HLA-B15:01. The binding affinity (normalized) is 0.582. (5) The peptide sequence is PDPPTDTPLDL. The MHC is Mamu-A01 with pseudo-sequence Mamu-A01. The binding affinity (normalized) is 0.149. (6) The peptide sequence is KELKETLLH. The MHC is HLA-A02:19 with pseudo-sequence HLA-A02:19. The binding affinity (normalized) is 0.0847. (7) The peptide sequence is SFASLFLPK. The MHC is HLA-A03:01 with pseudo-sequence HLA-A03:01. The binding affinity (normalized) is 0.398. (8) The peptide sequence is LPIFSEFVL. The MHC is HLA-B35:01 with pseudo-sequence HLA-B35:01. The binding affinity (normalized) is 0.801. (9) The binding affinity (normalized) is 0. The peptide sequence is AIFQSSMTK. The MHC is HLA-B07:02 with pseudo-sequence HLA-B07:02.